Dataset: Full USPTO retrosynthesis dataset with 1.9M reactions from patents (1976-2016). Task: Predict the reactants needed to synthesize the given product. (1) Given the product [CH2:1]([O:5][C:6]1[CH:13]=[CH:12][C:9]([CH2:10][OH:11])=[CH:8][C:7]=1[CH2:14][N:15]1[C:23]2[C:18](=[CH:19][CH:20]=[CH:21][CH:22]=2)[CH:17]=[C:16]1[C:24]1[CH:29]=[CH:28][CH:27]=[CH:26][CH:25]=1)[CH:2]([CH3:4])[CH3:3], predict the reactants needed to synthesize it. The reactants are: [CH2:1]([O:5][C:6]1[CH:13]=[CH:12][C:9]([CH:10]=[O:11])=[CH:8][C:7]=1[CH2:14][N:15]1[C:23]2[C:18](=[CH:19][CH:20]=[CH:21][CH:22]=2)[CH:17]=[C:16]1[C:24]1[CH:29]=[CH:28][CH:27]=[CH:26][CH:25]=1)[CH:2]([CH3:4])[CH3:3].CO.O1CCCC1.[BH4-].[Na+]. (2) The reactants are: [NH2:1][C:2]1[S:3][C:4]2[C:12]([N:13]=1)=[CH:11][CH:10]=[C:9]1[C:5]=2[C:6](=O)[CH2:7][CH2:8]1.Cl.[NH2:16][OH:17].C([O-])(=O)C.[Na+].CCO. Given the product [NH2:1][C:2]1[S:3][C:4]2[C:12]([N:13]=1)=[CH:11][CH:10]=[C:9]1[C:5]=2[C:6](=[N:16][OH:17])[CH2:7][CH2:8]1, predict the reactants needed to synthesize it. (3) Given the product [OH:16][C:17]([C:29]1[S:30][CH:31]=[CH:32][CH:33]=1)([C:34]1[S:35][CH:36]=[CH:37][CH:38]=1)[C:18]([O:20][C@H:21]1[CH2:22][CH2:23][C@H:24]([N:27]([CH2:2][CH2:3][CH2:4][N:5]2[C:9]3[CH:10]=[CH:11][C:12]([CH:14]=[O:15])=[CH:13][C:8]=3[N:7]=[N:6]2)[CH3:28])[CH2:25][CH2:26]1)=[O:19], predict the reactants needed to synthesize it. The reactants are: Br[CH2:2][CH2:3][CH2:4][N:5]1[C:9]2[CH:10]=[CH:11][C:12]([CH:14]=[O:15])=[CH:13][C:8]=2[N:7]=[N:6]1.[OH:16][C:17]([C:34]1[S:35][CH:36]=[CH:37][CH:38]=1)([C:29]1[S:30][CH:31]=[CH:32][CH:33]=1)[C:18]([O:20][C@H:21]1[CH2:26][CH2:25][C@H:24]([NH:27][CH3:28])[CH2:23][CH2:22]1)=[O:19].C(N(C(C)C)CC)(C)C. (4) Given the product [C:1]([C:5]1[CH:10]=[CH:9][C:8]([CH2:11][C:12]([N:18]([CH3:19])[CH3:17])=[O:13])=[C:7]([O:15][CH3:16])[CH:6]=1)([CH3:4])([CH3:3])[CH3:2], predict the reactants needed to synthesize it. The reactants are: [C:1]([C:5]1[CH:10]=[CH:9][C:8]([CH2:11][C:12](Cl)=[O:13])=[C:7]([O:15][CH3:16])[CH:6]=1)([CH3:4])([CH3:3])[CH3:2].[CH3:17][NH:18][CH3:19]. (5) Given the product [F:15][C:14]([F:17])([F:16])[C:11]1[C:10]2[CH:18]=[CH:19][C:7]([O:6][CH2:26][CH2:25][CH2:24][Br:23])=[C:8]([CH2:20][CH2:21][CH3:22])[C:9]=2[O:13][N:12]=1, predict the reactants needed to synthesize it. The reactants are: CN(C=O)C.[OH:6][C:7]1[CH:19]=[CH:18][C:10]2[C:11]([C:14]([F:17])([F:16])[F:15])=[N:12][O:13][C:9]=2[C:8]=1[CH2:20][CH2:21][CH3:22].[Br:23][CH2:24][CH2:25][CH2:26]Br.C([O-])([O-])=O.[Cs+].[Cs+]. (6) Given the product [C:30]1([CH2:29][CH2:28][CH:23]([O:21][C:18]2[CH:17]=[CH:16][C:15]([C:12]3[CH:13]=[CH:14][C:9]([O:8][CH3:7])=[CH:10][CH:11]=3)=[CH:20][CH:19]=2)[C:24]([O:26][CH3:27])=[O:25])[CH2:35][CH2:34][CH2:33][CH2:32][CH:31]=1, predict the reactants needed to synthesize it. The reactants are: C(=O)([O-])[O-].[K+].[K+].[CH3:7][O:8][C:9]1[CH:14]=[CH:13][C:12]([C:15]2[CH:20]=[CH:19][C:18]([OH:21])=[CH:17][CH:16]=2)=[CH:11][CH:10]=1.Cl[CH:23]([CH2:28][CH2:29][C:30]1[CH2:35][CH2:34][CH2:33][CH2:32][CH:31]=1)[C:24]([O:26][CH3:27])=[O:25]. (7) Given the product [C:1]([O:5][C:6]([N:8]1[CH2:12][CH2:11][CH2:10][CH:9]1[C:13]([O:15][CH2:16][C:17]([C:19]1[CH:20]=[CH:21][C:22]2[C:28]3[CH:29]=[CH:30][C:31]([C:41](=[O:42])[CH2:40][Br:61])=[CH:32][C:27]=3[CH2:26][O:25][CH2:24][C:23]=2[CH:34]=1)=[O:18])=[O:14])=[O:7])([CH3:4])([CH3:2])[CH3:3], predict the reactants needed to synthesize it. The reactants are: [C:1]([O:5][C:6]([N:8]1[CH2:12][CH2:11][CH2:10][CH:9]1[C:13]([O:15][CH2:16][C:17]([C:19]1[CH:20]=[CH:21][C:22]2[C:28]3[CH:29]=[CH:30][C:31](Br)=[CH:32][C:27]=3[CH2:26][O:25][CH2:24][C:23]=2[CH:34]=1)=[O:18])=[O:14])=[O:7])([CH3:4])([CH3:3])[CH3:2].C([Sn](CCCC)(CCCC)[CH:40]=[CH:41][O:42]CC)CCC.O.C1C(=O)N([Br:61])C(=O)C1. (8) Given the product [OH2:3].[OH2:3].[OH2:3].[OH2:3].[OH2:3].[OH2:3].[OH2:3].[S:2]([O-:6])([O-:5])(=[O:4])=[O:3].[Fe+2:1], predict the reactants needed to synthesize it. The reactants are: [Fe:1].[S:2](=[O:6])(=[O:5])([OH:4])[OH:3]. (9) Given the product [C:36]([NH:1][CH2:2][C:3]1[CH:4]=[CH:5][C:6]2[O:10][C:9]([C:11]([NH:13][CH:14]([C:19]3[CH:24]=[CH:23][CH:22]=[C:21]([C:25]([F:28])([F:26])[F:27])[CH:20]=3)[C:15]([F:16])([F:17])[F:18])=[O:12])=[CH:8][C:7]=2[CH:29]=1)(=[O:38])[CH3:37], predict the reactants needed to synthesize it. The reactants are: [NH2:1][CH2:2][C:3]1[CH:4]=[CH:5][C:6]2[O:10][C:9]([C:11]([NH:13][CH:14]([C:19]3[CH:24]=[CH:23][CH:22]=[C:21]([C:25]([F:28])([F:27])[F:26])[CH:20]=3)[C:15]([F:18])([F:17])[F:16])=[O:12])=[CH:8][C:7]=2[CH:29]=1.N1C=CC=CC=1.[C:36](Cl)(=[O:38])[CH3:37]. (10) Given the product [NH2:24][CH2:23][CH:21]([OH:22])[CH2:20][O:19][C:6]1[C:5]([CH:1]2[CH2:2][CH2:3][CH2:4]2)=[CH:10][CH:9]=[C:8]([C:11]2[CH:16]=[N:15][C:14]([NH2:17])=[CH:13][N:12]=2)[C:7]=1[F:18], predict the reactants needed to synthesize it. The reactants are: [CH:1]1([C:5]2[CH:10]=[CH:9][C:8]([C:11]3[N:12]=[CH:13][C:14]([NH2:17])=[N:15][CH:16]=3)=[C:7]([F:18])[C:6]=2[O:19][CH2:20][CH:21]2[CH2:23][O:22]2)[CH2:4][CH2:3][CH2:2]1.[NH3:24].